Dataset: CYP2C19 inhibition data for predicting drug metabolism from PubChem BioAssay. Task: Regression/Classification. Given a drug SMILES string, predict its absorption, distribution, metabolism, or excretion properties. Task type varies by dataset: regression for continuous measurements (e.g., permeability, clearance, half-life) or binary classification for categorical outcomes (e.g., BBB penetration, CYP inhibition). Dataset: cyp2c19_veith. (1) The compound is O=C(CSc1nc2ccccc2c(=O)n1Cc1ccccc1)NCc1ccco1. The result is 1 (inhibitor). (2) The molecule is O=C(O)c1ccc(SSc2ccc(C(=O)O)cn2)nc1. The result is 1 (inhibitor). (3) The compound is C=CCn1ncc(OC)c(Cl)c1=O. The result is 0 (non-inhibitor). (4) The molecule is COc1ccc2[nH]cc(CCNc3ncnc4ccc(-c5ccc(C(=O)N(C)C)cc5)cc34)c2c1. The result is 1 (inhibitor). (5) The compound is COc1cc(NC(=O)c2ccccc2Cl)ccc1NC(=O)c1ccco1. The result is 1 (inhibitor). (6) The molecule is O=C1[C@H]2CC[C@@H]3/C(=N\OC[C@@H](O)COCc4ccco4)C[C@@H](O)[C@@H](O)[C@@H]3[C@@H]2C(=O)N1Cc1ccccc1. The result is 0 (non-inhibitor). (7) The result is 0 (non-inhibitor). The compound is CCOC(=O)c1c(C)c(C)n2c1NC(=O)C2. (8) The drug is Cc1nc(SC2CC(=O)N(c3ccc([N+](=O)[O-])cc3)C2=O)nc2c1CCCC2. The result is 1 (inhibitor). (9) The drug is CCCCCC1CC1C(=O)N/N=C/c1ccc(N(C)C)cc1. The result is 1 (inhibitor). (10) The compound is O=C1CCC[C@H]1C(=O)Nc1ccc2ccccc2c1. The result is 0 (non-inhibitor).